This data is from NCI-60 drug combinations with 297,098 pairs across 59 cell lines. The task is: Regression. Given two drug SMILES strings and cell line genomic features, predict the synergy score measuring deviation from expected non-interaction effect. (1) Drug 1: CC1=CC2C(CCC3(C2CCC3(C(=O)C)OC(=O)C)C)C4(C1=CC(=O)CC4)C. Drug 2: CN(CCCl)CCCl.Cl. Cell line: EKVX. Synergy scores: CSS=7.51, Synergy_ZIP=-3.27, Synergy_Bliss=-0.272, Synergy_Loewe=0.558, Synergy_HSA=0.926. (2) Drug 1: C1=NC(=NC(=O)N1C2C(C(C(O2)CO)O)O)N. Drug 2: CCC1(CC2CC(C3=C(CCN(C2)C1)C4=CC=CC=C4N3)(C5=C(C=C6C(=C5)C78CCN9C7C(C=CC9)(C(C(C8N6C)(C(=O)OC)O)OC(=O)C)CC)OC)C(=O)OC)O.OS(=O)(=O)O. Cell line: HS 578T. Synergy scores: CSS=1.47, Synergy_ZIP=0.612, Synergy_Bliss=0.945, Synergy_Loewe=0.651, Synergy_HSA=0.227. (3) Drug 1: CS(=O)(=O)C1=CC(=C(C=C1)C(=O)NC2=CC(=C(C=C2)Cl)C3=CC=CC=N3)Cl. Drug 2: CN1C(=O)N2C=NC(=C2N=N1)C(=O)N. Cell line: BT-549. Synergy scores: CSS=-2.04, Synergy_ZIP=0.739, Synergy_Bliss=-1.64, Synergy_Loewe=-6.62, Synergy_HSA=-4.81. (4) Drug 1: CN1CCC(CC1)COC2=C(C=C3C(=C2)N=CN=C3NC4=C(C=C(C=C4)Br)F)OC. Drug 2: C1=NC2=C(N=C(N=C2N1C3C(C(C(O3)CO)O)O)F)N. Cell line: HS 578T. Synergy scores: CSS=-2.48, Synergy_ZIP=3.67, Synergy_Bliss=1.60, Synergy_Loewe=-5.30, Synergy_HSA=-4.90. (5) Drug 1: C1=C(C(=O)NC(=O)N1)F. Drug 2: C1=NNC2=C1C(=O)NC=N2. Cell line: CCRF-CEM. Synergy scores: CSS=22.2, Synergy_ZIP=-19.2, Synergy_Bliss=-22.8, Synergy_Loewe=-18.9, Synergy_HSA=-16.8. (6) Drug 1: CC1OCC2C(O1)C(C(C(O2)OC3C4COC(=O)C4C(C5=CC6=C(C=C35)OCO6)C7=CC(=C(C(=C7)OC)O)OC)O)O. Drug 2: CC1=C(C=C(C=C1)C(=O)NC2=CC(=CC(=C2)C(F)(F)F)N3C=C(N=C3)C)NC4=NC=CC(=N4)C5=CN=CC=C5. Cell line: UACC-257. Synergy scores: CSS=-1.87, Synergy_ZIP=-0.402, Synergy_Bliss=-0.802, Synergy_Loewe=-5.94, Synergy_HSA=-4.37.